This data is from Catalyst prediction with 721,799 reactions and 888 catalyst types from USPTO. The task is: Predict which catalyst facilitates the given reaction. (1) Reactant: [Cl:1][C:2]1[CH:3]=[CH:4][C:5]([OH:20])=[C:6]([CH:19]=1)[CH2:7][N:8]1[C:16](=[O:17])[C:15]2[C:10](=[CH:11][CH:12]=[CH:13][CH:14]=2)[C:9]1=[O:18].O[CH2:22][C:23]1[O:27][N:26]=[C:25]([CH3:28])[CH:24]=1.C1(P(C2C=CC=CC=2)C2C=CC=CC=2)C=CC=CC=1.CCOC(/N=N/C(OCC)=O)=O. Product: [Cl:1][C:2]1[CH:3]=[CH:4][C:5]([O:20][CH2:22][C:23]2[O:27][N:26]=[C:25]([CH3:28])[CH:24]=2)=[C:6]([CH:19]=1)[CH2:7][N:8]1[C:9](=[O:18])[C:10]2[C:15](=[CH:14][CH:13]=[CH:12][CH:11]=2)[C:16]1=[O:17]. The catalyst class is: 1. (2) Reactant: [NH2:1][CH2:2][C@@H:3]([OH:20])[CH2:4][N:5]1[CH2:10][CH2:9][CH:8]([O:11][C:12]2[CH:17]=[CH:16][C:15]([Cl:18])=[C:14]([Cl:19])[CH:13]=2)[CH2:7][CH2:6]1.[O:21]=[C:22]1[C:31]2[C:26](=[CH:27][CH:28]=[CH:29][CH:30]=2)[C:25]([S:32](Cl)(=[O:34])=[O:33])=[CH:24][NH:23]1.S(Cl)(Cl)(=O)=O. The catalyst class is: 17. Product: [C:12]([OH:21])(=[O:11])[CH3:17].[Cl:19][C:14]1[CH:13]=[C:12]([CH:17]=[CH:16][C:15]=1[Cl:18])[O:11][CH:8]1[CH2:9][CH2:10][N:5]([CH2:4][C@H:3]([OH:20])[CH2:2][NH:1][S:32]([C:25]2[C:26]3[C:31](=[CH:30][CH:29]=[CH:28][CH:27]=3)[C:22](=[O:21])[NH:23][CH:24]=2)(=[O:33])=[O:34])[CH2:6][CH2:7]1. (3) Reactant: C([SiH](CC)CC)C.[CH2:8]([C:15]1(O)[C:23]2[C:18](=[CH:19][CH:20]=[C:21]([Cl:24])[CH:22]=2)[C:17](=[O:25])[NH:16]1)[C:9]1[CH:14]=[CH:13][CH:12]=[CH:11][CH:10]=1.C(C1(O)C2C(=CC(Cl)=CC=2)C(=O)N1)C1C=CC=CC=1. Product: [CH2:8]([CH:15]1[C:23]2[C:18](=[CH:19][CH:20]=[C:21]([Cl:24])[CH:22]=2)[C:17](=[O:25])[NH:16]1)[C:9]1[CH:10]=[CH:11][CH:12]=[CH:13][CH:14]=1. The catalyst class is: 67. (4) Reactant: [Cl:1][C:2]1[CH:10]=[CH:9][CH:8]=[CH:7][C:3]=1[C:4](O)=[O:5].S(Cl)([Cl:13])=O. Product: [Cl:1][C:2]1[CH:10]=[CH:9][CH:8]=[CH:7][C:3]=1[C:4]([Cl:13])=[O:5]. The catalyst class is: 11. (5) Reactant: Br[C:2]1[C:15]2[CH2:14][CH2:13][N:12]3[C:8](=[N:9][C:10]([C:16]4[CH:21]=[CH:20][CH:19]=[CH:18][CH:17]=4)=[CH:11]3)[CH:7]([O:22][CH:23]3[CH2:28][CH2:27][N:26]([CH3:29])[CH2:25][CH2:24]3)[C:6]=2[CH:5]=[CH:4][CH:3]=1.[CH2:30]([OH:37])[C:31]1[CH:36]=[CH:35][CH:34]=[CH:33][CH:32]=1.CC1C=NC2C(C=1C)=CC=C1C=2N=CC(C)=C1C.C(=O)([O-])[O-].[Cs+].[Cs+]. Product: [CH2:30]([O:37][C:2]1[C:15]2[CH2:14][CH2:13][N:12]3[C:8](=[N:9][C:10]([C:16]4[CH:21]=[CH:20][CH:19]=[CH:18][CH:17]=4)=[CH:11]3)[CH:7]([O:22][CH:23]3[CH2:28][CH2:27][N:26]([CH3:29])[CH2:25][CH2:24]3)[C:6]=2[CH:5]=[CH:4][CH:3]=1)[C:31]1[CH:36]=[CH:35][CH:34]=[CH:33][CH:32]=1. The catalyst class is: 432.